From a dataset of Full USPTO retrosynthesis dataset with 1.9M reactions from patents (1976-2016). Predict the reactants needed to synthesize the given product. (1) The reactants are: [CH3:1][O:2][C:3]1[CH:4]=[C:5]([CH:8]=[CH:9][C:10]=1[O:11][CH3:12])[CH:6]=O.[C:13]([CH2:15][C:16]([O:18][CH2:19][CH3:20])=[O:17])#N.[NH:21]1CCCCC1.C(O)(=O)C. Given the product [C:16]([O:18][CH:19]([C:20]#[N:21])[CH2:6][C:5]1[CH:8]=[CH:9][C:10]([O:11][CH3:12])=[C:3]([O:2][CH3:1])[CH:4]=1)(=[O:17])[CH:15]=[CH2:13], predict the reactants needed to synthesize it. (2) Given the product [NH2:9][CH2:8][CH2:7][CH2:3][CH2:2][CH2:1][OH:5].[C:1]([O:5][CH2:7][CH2:10][CH2:11][CH2:12][O:5][C:1](=[O:4])[CH:2]=[CH2:3])(=[O:4])[CH:2]=[CH2:3], predict the reactants needed to synthesize it. The reactants are: [C:1]([O-:5])(=[O:4])[CH:2]=[CH2:3].C[CH:7]([CH2:10][CH2:11][CH2:12]N)[CH2:8][NH2:9]. (3) The reactants are: [Br:1][C:2]1[C:3](=[O:9])[NH:4][C:5](=[O:8])[NH:6][CH:7]=1.[CH3:10]/C(/O[Si](C)(C)C)=N\[Si](C)(C)C.[F:22][C:23]1[CH:30]=[CH:29][CH:28]=[C:27]([F:31])[C:24]=1[CH2:25]Br. Given the product [Br:1][C:2]1[C:3](=[O:9])[NH:4][C:5](=[O:8])[N:6]([CH2:25][C:24]2[C:23]([F:22])=[CH:30][CH:29]=[CH:28][C:27]=2[F:31])[C:7]=1[CH3:10], predict the reactants needed to synthesize it. (4) Given the product [C:22]([NH:21][C:17]1[CH:16]=[C:15]([C:4]2[S:3][C:2]([NH:1][C:33](=[O:35])[CH3:34])=[N:6][C:5]=2[C:7]2[CH:12]=[CH:11][C:10]([O:13][CH3:14])=[CH:9][CH:8]=2)[CH:20]=[CH:19][N:18]=1)(=[O:24])[CH3:23], predict the reactants needed to synthesize it. The reactants are: [NH2:1][C:2]1[S:3][C:4]([C:15]2[CH:20]=[CH:19][N:18]=[C:17]([NH2:21])[CH:16]=2)=[C:5]([C:7]2[CH:12]=[CH:11][C:10]([O:13][CH3:14])=[CH:9][CH:8]=2)[N:6]=1.[C:22](Cl)(=[O:24])[CH3:23].C(=O)([O-])O.[Na+].CN(C)[C:33](=[O:35])[CH3:34]. (5) Given the product [Br:1][C:2]1[CH:3]=[CH:4][C:5]([C:8]2[C:9](=[O:17])[N:10]([CH2:21][C:22]([NH:24][C:25]3[CH:30]=[CH:29][CH:28]=[C:27]([C:31]([F:32])([F:33])[F:34])[CH:26]=3)=[O:23])[C:11]3([CH2:16][CH2:15][O:14][CH2:13]3)[N:12]=2)=[CH:6][CH:7]=1, predict the reactants needed to synthesize it. The reactants are: [Br:1][C:2]1[CH:7]=[CH:6][C:5]([C:8]2[C:9](=[O:17])[NH:10][C:11]3([CH2:16][CH2:15][O:14][CH2:13]3)[N:12]=2)=[CH:4][CH:3]=1.[H-].[Na+].Br[CH2:21][C:22]([NH:24][C:25]1[CH:30]=[CH:29][CH:28]=[C:27]([C:31]([F:34])([F:33])[F:32])[CH:26]=1)=[O:23].